From a dataset of Forward reaction prediction with 1.9M reactions from USPTO patents (1976-2016). Predict the product of the given reaction. (1) Given the reactants [C:14]1(P([C:14]2[CH:19]=[CH:18][CH:17]=[CH:16][CH:15]=2)[C:14]2[CH:19]=[CH:18][CH:17]=[CH:16][CH:15]=2)[CH:19]=[CH:18][CH:17]=[CH:16][CH:15]=1.[NH:20]=[N+:21]=[N-:22].C[CH2:24][O:25][C:26](/N=N/[C:26]([O:25][CH2:24]C)=[O:27])=[O:27].[C:35]1([CH3:41])[CH:40]=[CH:39][CH:38]=[CH:37][CH:36]=1, predict the reaction product. The product is: [N:20]([CH:37]1[CH2:38][CH2:39][CH2:40][CH:35]([CH2:41][C:26]([O:25][CH2:24][C:14]2[CH:15]=[CH:16][CH:17]=[CH:18][CH:19]=2)=[O:27])[CH2:36]1)=[N+:21]=[N-:22]. (2) Given the reactants [Cl:1][C:2]1[N:7]=[C:6]([NH:8][C:9]2[CH:14]=[CH:13][C:12]([O:15][C:16]([F:19])([F:18])[F:17])=[CH:11][CH:10]=2)[C:5]([NH2:20])=[CH:4][N:3]=1.[CH:21](O)=O, predict the reaction product. The product is: [Cl:1][C:2]1[N:7]=[C:6]2[C:5]([N:20]=[CH:21][N:8]2[C:9]2[CH:14]=[CH:13][C:12]([O:15][C:16]([F:17])([F:18])[F:19])=[CH:11][CH:10]=2)=[CH:4][N:3]=1. (3) Given the reactants [CH3:1][O:2][C:3]1[CH:22]=[C:21]([O:23][CH3:24])[CH:20]=[CH:19][C:4]=1[C:5]([C:7]1[CH:12]=[CH:11][C:10]([O:13][CH2:14][CH2:15][O:16]C=C)=[CH:9][CH:8]=1)=[O:6].C1(C)C=CC(S([O-])(=O)=O)=CC=1.[NH+]1C=CC=CC=1.O.C(=O)([O-])[O-].[Na+].[Na+], predict the reaction product. The product is: [CH3:1][O:2][C:3]1[CH:22]=[C:21]([O:23][CH3:24])[CH:20]=[CH:19][C:4]=1[C:5]([C:7]1[CH:12]=[CH:11][C:10]([O:13][CH2:14][CH2:15][OH:16])=[CH:9][CH:8]=1)=[O:6]. (4) The product is: [CH3:39][C:5]([O:7][C:8]1[CH:9]=[CH:10][C:11]([O:14][CH2:15][CH2:16][C:17]2[N:18]=[C:19]([C:23]3[CH:28]=[CH:27][C:26]([C:29]4[C:38]5[C:33](=[CH:34][CH:35]=[CH:36][CH:37]=5)[CH:32]=[CH:31][CH:30]=4)=[CH:25][CH:24]=3)[O:20][C:21]=2[CH3:22])=[CH:12][CH:13]=1)([CH3:6])[C:4]([OH:40])=[O:3]. Given the reactants C([O:3][C:4](=[O:40])[C:5]([CH3:39])([O:7][C:8]1[CH:13]=[CH:12][C:11]([O:14][CH2:15][CH2:16][C:17]2[N:18]=[C:19]([C:23]3[CH:28]=[CH:27][C:26]([C:29]4[C:38]5[C:33](=[CH:34][CH:35]=[CH:36][CH:37]=5)[CH:32]=[CH:31][CH:30]=4)=[CH:25][CH:24]=3)[O:20][C:21]=2[CH3:22])=[CH:10][CH:9]=1)[CH3:6])C.[OH-].[Na+], predict the reaction product. (5) The product is: [CH2:8]([C:9]1[CH:18]=[C:17]2[C:12]([CH2:13][CH2:14][CH:15]([C:19]([O:21][CH3:22])=[O:20])[CH2:16]2)=[CH:11][CH:10]=1)[CH2:7][C:1]1[CH:2]=[CH:3][CH:4]=[CH:5][CH:6]=1. Given the reactants [C:1]1([C:7]#[C:8][C:9]2[CH:18]=[C:17]3[C:12]([CH2:13][CH2:14][CH:15]([C:19]([O:21][CH3:22])=[O:20])[CH2:16]3)=[CH:11][CH:10]=2)[CH:6]=[CH:5][CH:4]=[CH:3][CH:2]=1, predict the reaction product. (6) Given the reactants [CH3:1][CH2:2][CH2:3][CH2:4][CH:5]([C:8]([O-:10])=[O:9])CC.[CH3:1][CH2:2][CH2:3][CH2:4][CH:5]([C:8]([O-:10])=[O:9])CC.[Sn+2].[CH3:22][C@@H:23]1[O:30][C:28](=[O:29])[C@H:27]([CH3:31])[O:26][C:24]1=[O:25].C1(=O)OCCCCC1, predict the reaction product. The product is: [CH3:22][CH:23]1[O:30][C:28](=[O:29])[CH:27]([CH3:31])[O:26][C:24]1=[O:25].[CH2:3]1[CH2:2][CH2:1][O:10][C:8](=[O:9])[CH2:5][CH2:4]1. (7) Given the reactants Cl.[NH2:2][CH:3]([C:9]([O:11][CH2:12][CH3:13])=[O:10])[C:4]([O:6][CH2:7][CH3:8])=[O:5].[CH2:14]([N:16](CC)CC)C.C(O[CH2:25][CH3:26])(=O)C.[C:27](=O)([O-])O.[Na+].[CH2:32](O)[CH3:33], predict the reaction product. The product is: [C:14]([C:32]([CH:26]1[CH2:25][CH2:27]1)=[CH:33][NH:2][CH:3]([C:4]([O:6][CH2:7][CH3:8])=[O:5])[C:9]([O:11][CH2:12][CH3:13])=[O:10])#[N:16]. (8) The product is: [NH:1]([C:13]([O:15][CH2:16][C:17]1[CH:22]=[CH:21][CH:20]=[CH:19][CH:18]=1)=[O:14])[C@@H:2]([C:8]([O:10][CH2:11][CH3:12])=[O:9])[CH2:3][CH2:4][C:5]([NH:44][C@@H:45]([C:56]([OH:58])=[O:57])[CH2:46][C:47]1[C:55]2[C:50](=[CH:51][CH:52]=[CH:53][CH:54]=2)[NH:49][CH:48]=1)=[O:7]. Given the reactants [NH:1]([C:13]([O:15][CH2:16][C:17]1[CH:22]=[CH:21][CH:20]=[CH:19][CH:18]=1)=[O:14])[C@@H:2]([C:8]([O:10][CH2:11][CH3:12])=[O:9])[CH2:3][CH2:4][C:5](=[O:7])O.ON1C(=O)CCC1=O.CCN=C=NCCCN(C)C.Cl.Cl.[NH2:44][C@@H:45]([C:56]([OH:58])=[O:57])[CH2:46][C:47]1[C:55]2[C:50](=[CH:51][CH:52]=[CH:53][CH:54]=2)[NH:49][CH:48]=1, predict the reaction product. (9) Given the reactants [F:1][C:2]1[CH:7]=[CH:6][C:5]([I:8])=[CH:4][C:3]=1B(O)O.[OH:12]O.[OH-].[Na+], predict the reaction product. The product is: [F:1][C:2]1[CH:7]=[CH:6][C:5]([I:8])=[CH:4][C:3]=1[OH:12]. (10) Given the reactants [CH:1](/[C:7]1[CH:8]=[C:9]([CH:13]([C:31]2[C:39]3[C:34](=[CH:35][CH:36]=[CH:37][CH:38]=3)[NH:33][CH:32]=2)[CH:14]([C:16]2[CH:30]=[CH:29][C:19]([C:20]([NH:22][CH2:23][CH2:24][C:25]([O:27]C)=[O:26])=[O:21])=[CH:18][CH:17]=2)[CH3:15])[CH:10]=[CH:11][CH:12]=1)=[CH:2]\[CH2:3][CH2:4][CH2:5][CH3:6].CC(C1NC(=O)C(CCSC)NC(=O)C(NC(C(NC(C(NC(C(NC(C(N)CC(O)=O)=O)C(O)C)=O)CCSC)=O)CCCNC(N)=N)=O)CSSCC(C(NC(C(NC(C(NC(C(O)=O)C(C)C)=O)CCC(O)=O)=O)CC2C3C(=CC=CC=3)NC=2)=O)NC(=O)C2N(CCC2)C(=O)C(CCCNC(N)=N)NC(=O)C(CC2C=CC(O)=CC=2)NC(=O)C(C(C)C)NC(=O)C(CCCNC(N)=N)NC(=O)CNC1=O)C, predict the reaction product. The product is: [CH:1](/[C:7]1[CH:8]=[C:9]([CH:13]([C:31]2[C:39]3[C:34](=[CH:35][CH:36]=[CH:37][CH:38]=3)[NH:33][CH:32]=2)[CH:14]([C:16]2[CH:30]=[CH:29][C:19]([C:20]([NH:22][CH2:23][CH2:24][C:25]([OH:27])=[O:26])=[O:21])=[CH:18][CH:17]=2)[CH3:15])[CH:10]=[CH:11][CH:12]=1)=[CH:2]\[CH2:3][CH2:4][CH2:5][CH3:6].